From a dataset of Reaction yield outcomes from USPTO patents with 853,638 reactions. Predict the reaction yield, written as a fraction of the theoretical maximum amount of product (1.0 means a 100% yield; for example, 0.34 means a 34% yield). (1) The reactants are [CH2:1]1[CH2:5]O[CH2:3][CH2:2]1.C(O)=O.OS(O)(=O)=O. The catalyst is [Pd].CN(C=O)C. The product is [CH3:3][CH2:2][CH2:1][CH2:5][CH2:3][CH2:2][CH2:1][CH2:5][CH2:3][CH2:2][CH2:1][CH3:5]. The yield is 0.830. (2) The reactants are [C:1]12([CH2:11][O:12][C:13]3[CH:20]=[CH:19][C:16]([C:17]#[N:18])=[CH:15][C:14]=3[C:21]3[C:22]([O:27][CH3:28])=[N:23][CH:24]=[CH:25][CH:26]=3)[CH2:10][CH:5]3[CH2:6][CH:7]([CH2:9][CH:3]([CH2:4]3)[CH2:2]1)[CH2:8]2.C(=O)([O-])[O-:30].[K+].[K+].OO. The catalyst is CS(C)=O.C(Cl)Cl. The product is [C:1]12([CH2:11][O:12][C:13]3[CH:20]=[CH:19][C:16]([C:17]([NH2:18])=[O:30])=[CH:15][C:14]=3[C:21]3[C:22]([O:27][CH3:28])=[N:23][CH:24]=[CH:25][CH:26]=3)[CH2:8][CH:7]3[CH2:6][CH:5]([CH2:4][CH:3]([CH2:9]3)[CH2:2]1)[CH2:10]2. The yield is 0.800. (3) The reactants are [CH3:1][O:2][C:3]([C:5]1[S:6][C:7]([C:11]2[CH:16]=[CH:15][CH:14]=[CH:13][CH:12]=2)=[CH:8][C:9]=1[NH2:10])=[O:4].[CH:17](I)([CH3:19])[CH3:18].[H-].[Na+]. The catalyst is CN(C=O)C. The product is [CH3:1][O:2][C:3]([C:5]1[S:6][C:7]([C:11]2[CH:16]=[CH:15][CH:14]=[CH:13][CH:12]=2)=[CH:8][C:9]=1[NH:10][CH:17]([CH3:19])[CH3:18])=[O:4]. The yield is 0.320. (4) The reactants are Cl[C:2]1[N:7]2[N:8]=[CH:9][N:10]=[C:6]2[N:5]=[C:4]([CH3:11])[C:3]=1[CH2:12][CH2:13]Cl.Cl.C(N)(=[NH:18])C.C(=O)([O-])[O-].[Na+].[Na+].ClCCl.CO. The catalyst is C(O)C. The product is [CH3:11][C:4]1[C:3]2[CH2:12][CH2:13][NH:18][C:2]=2[N:7]2[N:8]=[CH:9][N:10]=[C:6]2[N:5]=1. The yield is 0.490. (5) The reactants are C(OC([NH:8][CH2:9][CH2:10][N:11]1[C:15](=[O:16])[C:14](=[CH:17][C:18]2[O:22][C:21]([C:23]3[CH:31]=[CH:30][C:26]([C:27]([OH:29])=[O:28])=[CH:25][CH:24]=3)=[CH:20][CH:19]=2)[S:13][C:12]1=[S:32])=O)(C)(C)C.[F:33][C:34]([F:39])([F:38])[C:35]([OH:37])=[O:36]. The catalyst is ClCCl. The product is [F:33][C:34]([F:39])([F:38])[C:35]([O-:37])=[O:36].[C:27]([C:26]1[CH:25]=[CH:24][C:23]([C:21]2[O:22][C:18]([CH:17]=[C:14]3[S:13][C:12](=[S:32])[N:11]([CH2:10][CH2:9][NH3+:8])[C:15]3=[O:16])=[CH:19][CH:20]=2)=[CH:31][CH:30]=1)([OH:29])=[O:28]. The yield is 0.920. (6) The reactants are [CH3:1][O:2][C:3]1[N:8]=[CH:7][C:6]([NH2:9])=[CH:5][CH:4]=1.[Cl:10][C:11]1[CH:12]=[C:13]([C:18]2[N:23]=[C:22]([CH3:24])[N:21]=[C:20]([N:25]([CH2:35][C:36]3[CH:41]=[CH:40][C:39]([O:42][CH3:43])=[CH:38][CH:37]=3)[CH2:26][C:27]3[CH:32]=[CH:31][C:30]([O:33][CH3:34])=[CH:29][CH:28]=3)[N:19]=2)[C:14](F)=[N:15][CH:16]=1.[Li+].C[Si]([N-][Si](C)(C)C)(C)C. The catalyst is C1COCC1. The product is [Cl:10][C:11]1[CH:12]=[C:13]([C:18]2[N:23]=[C:22]([CH3:24])[N:21]=[C:20]([N:25]([CH2:26][C:27]3[CH:28]=[CH:29][C:30]([O:33][CH3:34])=[CH:31][CH:32]=3)[CH2:35][C:36]3[CH:37]=[CH:38][C:39]([O:42][CH3:43])=[CH:40][CH:41]=3)[N:19]=2)[C:14]([NH:9][C:6]2[CH:7]=[N:8][C:3]([O:2][CH3:1])=[CH:4][CH:5]=2)=[N:15][CH:16]=1. The yield is 0.646. (7) The yield is 0.840. The catalyst is C(Cl)Cl.CO.C(O)=O. The reactants are [OH:1]O.[CH3:3][C@@:4]12[CH2:21][CH2:20][C@@H:19]3[C@H:9]([CH2:10][CH2:11][C@H:12]4[C@@:17]3([CH3:18])[CH2:16][CH2:15][CH:14]=[CH:13]4)[C@H:8]1[CH2:7][CH2:6][C:5]2=[O:22].[OH-].[Na+].Cl. The product is [O:1]1[C@@H:13]2[C@@H:12]3[C@@:17]([CH3:18])([CH2:16][CH2:15][C@H:14]12)[C@H:19]1[C@@H:9]([C@@H:8]2[C@:4]([CH2:21][CH2:20]1)([CH3:3])[C:5](=[O:22])[CH2:6][CH2:7]2)[CH2:10][CH2:11]3. (8) The reactants are [I:1][C:2]1[CH:3]=[CH:4][C:5]2[N:6]([CH:8]=[C:9]([NH2:11])[N:10]=2)[N:7]=1.[C:12](Cl)(=[O:15])[CH2:13][CH3:14]. The catalyst is CN(C)C(=O)C. The product is [I:1][C:2]1[CH:3]=[CH:4][C:5]2[N:6]([CH:8]=[C:9]([NH:11][C:12](=[O:15])[CH2:13][CH3:14])[N:10]=2)[N:7]=1. The yield is 0.720. (9) The reactants are Cl[C:2]1[C:3]2[CH:10]=[CH:9][N:8]([CH2:11][C:12]3[N:16]([C:17]4[CH:22]=[CH:21][CH:20]=[CH:19][CH:18]=4)[C:15]4[CH:23]=[CH:24][CH:25]=[CH:26][C:14]=4[N:13]=3)[C:4]=2[N:5]=[CH:6][N:7]=1.[NH4+:27].[OH-]. The catalyst is CO. The product is [C:17]1([N:16]2[C:15]3[CH:23]=[CH:24][CH:25]=[CH:26][C:14]=3[N:13]=[C:12]2[CH2:11][N:8]2[C:4]3[N:5]=[CH:6][N:7]=[C:2]([NH2:27])[C:3]=3[CH:10]=[CH:9]2)[CH:18]=[CH:19][CH:20]=[CH:21][CH:22]=1. The yield is 0.220. (10) The reactants are [H-].[Na+].[CH3:3][C:4]1([CH3:18])[CH2:17][O:16][C:7]2([CH2:14][CH:13]3[CH:9]([CH2:10][C:11](=O)[CH2:12]3)[CH2:8]2)[O:6][CH2:5]1. The catalyst is C1COCC1. The product is [CH2:5]([O:6][C:7](=[O:16])[CH:8]=[C:11]1[CH2:12][CH:13]2[CH:9]([CH2:8][C:7]3([O:16][CH2:17][C:4]([CH3:18])([CH3:3])[CH2:5][O:6]3)[CH2:14]2)[CH2:10]1)[CH3:4]. The yield is 0.701.